This data is from Catalyst prediction with 721,799 reactions and 888 catalyst types from USPTO. The task is: Predict which catalyst facilitates the given reaction. Reactant: [CH3:1][O:2][C:3]1[CH:4]=[C:5]2[C:10](=[CH:11][CH:12]=1)[C:9]([C:13](=[O:29])[C:14]1[CH:19]=[CH:18][C:17]([O:20][CH2:21][CH2:22][N:23]3[CH2:28][CH2:27][CH2:26][CH2:25][CH2:24]3)=[CH:16][CH:15]=1)=[C:8](OS(C(F)(F)F)(=O)=O)[CH:7]=[CH:6]2.B#B.C([O-])(=O)C.C1(P(C2CCCCC2)C2CCCCC2)CCCCC1.[F-].[Cs+].Br[C:66]1[CH:71]=[CH:70][C:69]([F:72])=[CH:68][C:67]=1[O:73][CH2:74][C:75]1[CH:80]=[CH:79][CH:78]=[CH:77][CH:76]=1. Product: [CH2:74]([O:73][C:67]1[CH:68]=[C:69]([F:72])[CH:70]=[CH:71][C:66]=1[C:8]1[CH:7]=[CH:6][C:5]2[C:10](=[CH:11][CH:12]=[C:3]([O:2][CH3:1])[CH:4]=2)[C:9]=1[C:13]([C:14]1[CH:19]=[CH:18][C:17]([O:20][CH2:21][CH2:22][N:23]2[CH2:28][CH2:27][CH2:26][CH2:25][CH2:24]2)=[CH:16][CH:15]=1)=[O:29])[C:75]1[CH:80]=[CH:79][CH:78]=[CH:77][CH:76]=1. The catalyst class is: 10.